From a dataset of Reaction yield outcomes from USPTO patents with 853,638 reactions. Predict the reaction yield, written as a fraction of the theoretical maximum amount of product (1.0 means a 100% yield; for example, 0.34 means a 34% yield). (1) The yield is 0.400. The reactants are Br[C:2]1[CH:3]=[C:4]2[C:9](=[CH:10][CH:11]=1)[N:8]=[CH:7][NH:6][C:5]2=[O:12].[CH3:13][C:14]1[CH:19]=[C:18]([CH3:20])[CH:17]=[C:16]([CH3:21])[C:15]=1B(O)O.C(=O)([O-])[O-].[K+].[K+].C1(P(C2C=CC=CC=2)C2C=CC=CC=2)C=CC=CC=1.C(=O)(O)[O-]. The catalyst is CN(C)C(=O)C.C(O)C.O.C1C=CC(/C=C/C(/C=C/C2C=CC=CC=2)=O)=CC=1.C1C=CC(/C=C/C(/C=C/C2C=CC=CC=2)=O)=CC=1.C1C=CC(/C=C/C(/C=C/C2C=CC=CC=2)=O)=CC=1.[Pd].[Pd].C(Cl)Cl. The product is [CH3:13][C:14]1[CH:19]=[C:18]([CH3:20])[CH:17]=[C:16]([CH3:21])[C:15]=1[C:2]1[CH:3]=[C:4]2[C:9](=[CH:10][CH:11]=1)[N:8]=[CH:7][NH:6][C:5]2=[O:12]. (2) The reactants are [O:1]=[C:2]1[CH2:7][CH2:6][CH:5]([N:8]2[C:13](=[O:14])[C:12]([CH2:15][C:16]3[CH:21]=[CH:20][C:19]([C:22]4[CH:27]=[CH:26][CH:25]=[CH:24][C:23]=4[C:28]4[NH:32][C:31](=[O:33])[O:30][N:29]=4)=[CH:18][CH:17]=3)=[C:11]([CH2:34][CH2:35][CH3:36])[N:10]3[N:37]=[CH:38][N:39]=[C:9]23)[CH2:4][CH2:3]1.[O:40]1[CH2:44][CH:43](O)[CH:42]([OH:46])[CH2:41]1.CC1C=CC(S(O)(=O)=O)=CC=1.C(=O)([O-])O.[Na+]. The catalyst is C1(C)C=CC=CC=1. The product is [O:33]=[C:31]1[O:30][N:29]=[C:28]([C:23]2[CH:24]=[CH:25][CH:26]=[CH:27][C:22]=2[C:19]2[CH:18]=[CH:17][C:16]([CH2:15][C:12]3[C:13](=[O:14])[N:8]([CH:5]4[CH2:6][CH2:7][C:2]5([O:46][CH:42]6[CH2:41][O:40][CH2:44][CH:43]6[O:1]5)[CH2:3][CH2:4]4)[C:9]4[N:10]([N:37]=[CH:38][N:39]=4)[C:11]=3[CH2:34][CH2:35][CH3:36])=[CH:21][CH:20]=2)[NH:32]1. The yield is 0.680. (3) The reactants are [CH3:1][N:2]1[C:10]2[CH:9]=[C:8]([N:11]3[CH2:16][CH2:15][N:14]([CH2:17][CH2:18][C:19]4[CH:24]=[CH:23][CH:22]=[CH:21][CH:20]=4)[CH2:13][C:12]3=[O:25])[CH:7]=[CH:6][C:5]=2[C:4]2[CH2:26][N:27](C(OC(C)(C)C)=O)[CH2:28][CH2:29][C:3]1=2.C1(N)C(F)=C(F)C(F)=C(N)C=1F.[ClH:49].Cl. No catalyst specified. The product is [ClH:49].[ClH:49].[CH3:1][N:2]1[C:10]2[CH:9]=[C:8]([N:11]3[CH2:16][CH2:15][N:14]([CH2:17][CH2:18][C:19]4[CH:24]=[CH:23][CH:22]=[CH:21][CH:20]=4)[CH2:13][C:12]3=[O:25])[CH:7]=[CH:6][C:5]=2[C:4]2[CH2:26][NH:27][CH2:28][CH2:29][C:3]1=2. The yield is 0.940.